Task: Predict which catalyst facilitates the given reaction.. Dataset: Catalyst prediction with 721,799 reactions and 888 catalyst types from USPTO (1) Reactant: [CH:1]1([CH:7]([NH:20][C:21]2[CH:29]=[CH:28][C:24](C(O)=O)=[CH:23][CH:22]=2)[C:8]2[O:9][C:10]3[CH:17]=[CH:16][C:15]([O:18][CH3:19])=[CH:14][C:11]=3[C:12]=2[CH3:13])[CH2:6][CH2:5][CH2:4][CH2:3][CH2:2]1.CNC[CH2:33][C:34]([O:36][CH2:37][CH3:38])=[O:35].O.ON1C2C=CC=CC=2N=N1.Cl.C(N=C=NCCCN(C)C)C.Cl.[CH3:63][N:64]([CH3:67])[CH:65]=[O:66]. Product: [CH:1]1([CH:7]([NH:20][C:21]2[CH:29]=[CH:28][C:24]([C:65]([N:64]([CH3:67])[CH2:63][CH2:33][C:34]([O:36][CH2:37][CH3:38])=[O:35])=[O:66])=[CH:23][CH:22]=2)[C:8]2[O:9][C:10]3[CH:17]=[CH:16][C:15]([O:18][CH3:19])=[CH:14][C:11]=3[C:12]=2[CH3:13])[CH2:6][CH2:5][CH2:4][CH2:3][CH2:2]1. The catalyst class is: 66. (2) Reactant: [OH:1][C:2]1[CH:3]=[C:4]([CH:8]=[C:9]([OH:11])[CH:10]=1)[C:5]([OH:7])=[O:6].[Cl:12]N1C(=O)CCC1=O.O. Product: [Cl:12][C:10]1[C:2]([OH:1])=[CH:3][C:4]([C:5]([OH:7])=[O:6])=[CH:8][C:9]=1[OH:11]. The catalyst class is: 5. (3) Reactant: C(OC(=O)[NH:7][C@H:8]([CH2:34][C:35]1[CH:40]=[C:39]([F:41])[C:38]([F:42])=[CH:37][C:36]=1[F:43])[CH2:9][C:10]([N:12]1[CH2:17][CH2:16][N:15]2[C:18]([C:30]([F:33])([F:32])[F:31])=[N:19][C:20]([C:21]([N:23]3[CH2:27][CH2:26][CH2:25][C@H:24]3[CH2:28][OH:29])=[O:22])=[C:14]2[CH2:13]1)=[O:11])(C)(C)C.[Cl:45]CCl.Cl. Product: [ClH:45].[NH2:7][C@H:8]([CH2:34][C:35]1[CH:40]=[C:39]([F:41])[C:38]([F:42])=[CH:37][C:36]=1[F:43])[CH2:9][C:10]([N:12]1[CH2:17][CH2:16][N:15]2[C:18]([C:30]([F:33])([F:32])[F:31])=[N:19][C:20]([C:21]([N:23]3[CH2:27][CH2:26][CH2:25][C@H:24]3[CH2:28][OH:29])=[O:22])=[C:14]2[CH2:13]1)=[O:11]. The catalyst class is: 5. (4) Reactant: [C:1]1([C@H:7]([NH2:9])[CH3:8])[CH:6]=[CH:5][CH:4]=[CH:3][CH:2]=1.CS(O[CH2:15][CH2:16][CH:17]=[CH2:18])(=O)=O. Product: [C:1]1([C@H:7]([NH:9][CH2:18][CH2:17][CH:16]=[CH2:15])[CH3:8])[CH:6]=[CH:5][CH:4]=[CH:3][CH:2]=1. The catalyst class is: 10.